Dataset: Full USPTO retrosynthesis dataset with 1.9M reactions from patents (1976-2016). Task: Predict the reactants needed to synthesize the given product. (1) The reactants are: [CH3:1][O:2][C:3](=[O:21])[C@H:4]([CH2:13][C:14]1[CH:19]=[CH:18][C:17]([OH:20])=[CH:16][CH:15]=1)[NH:5][C:6]([O:8][C:9]([CH3:12])([CH3:11])[CH3:10])=[O:7].C(=O)([O-])[O-].[K+].[K+].Br[CH2:29][CH2:30][CH:31]=[CH2:32]. Given the product [CH3:1][O:2][C:3](=[O:21])[C@@H:4]([NH:5][C:6]([O:8][C:9]([CH3:12])([CH3:10])[CH3:11])=[O:7])[CH2:13][C:14]1[CH:19]=[CH:18][C:17]([O:20][CH2:32][CH2:31][CH:30]=[CH2:29])=[CH:16][CH:15]=1, predict the reactants needed to synthesize it. (2) Given the product [Cl:1][C:2]1[CH:3]=[CH:4][C:5]([C:8]2[C:9]([O:17][CH2:18][C:19]([F:22])([F:21])[F:20])=[N:10][CH:11]=[C:12]([CH:16]=2)[C:13]([NH:32][CH2:31][C:29]2[O:28][N:27]=[C:26]([C:25]([F:34])([F:33])[F:24])[N:30]=2)=[O:14])=[CH:6][CH:7]=1, predict the reactants needed to synthesize it. The reactants are: [Cl:1][C:2]1[CH:7]=[CH:6][C:5]([C:8]2[C:9]([O:17][CH2:18][C:19]([F:22])([F:21])[F:20])=[N:10][CH:11]=[C:12]([CH:16]=2)[C:13](O)=[O:14])=[CH:4][CH:3]=1.Cl.[F:24][C:25]([F:34])([F:33])[C:26]1[N:30]=[C:29]([CH2:31][NH2:32])[O:28][N:27]=1. (3) Given the product [CH3:51][O:50][C:48](=[O:49])[C@@H:47]([O:1][C:2]1[CH:3]=[CH:4][C:5]([CH:8]([N:10]2[C:18]3[C:13](=[CH:14][C:15]([C:19]([O:21][CH2:22][CH:23]=[CH2:24])=[O:20])=[CH:16][CH:17]=3)[C:12]([CH3:25])=[C:11]2[CH3:26])[CH3:9])=[CH:6][CH:7]=1)[CH3:52], predict the reactants needed to synthesize it. The reactants are: [OH:1][C:2]1[CH:7]=[CH:6][C:5]([CH:8]([N:10]2[C:18]3[C:13](=[CH:14][C:15]([C:19]([O:21][CH2:22][CH:23]=[CH2:24])=[O:20])=[CH:16][CH:17]=3)[C:12]([CH3:25])=[C:11]2[CH3:26])[CH3:9])=[CH:4][CH:3]=1.C1(P(C2C=CC=CC=2)C2C=CC=CC=2)C=CC=CC=1.O[C@H:47]([CH3:52])[C:48]([O:50][CH3:51])=[O:49].CC(OC(/N=N/C(OC(C)C)=O)=O)C. (4) Given the product [N+:1]([C:4]1[CH:5]=[CH:6][C:7]([N:14]2[CH2:18][CH2:17][CH2:16][CH2:15]2)=[C:8]([CH:9]=1)[NH2:10])([O-:3])=[O:2], predict the reactants needed to synthesize it. The reactants are: [N+:1]([C:4]1[CH:5]=[CH:6][C:7]([N:14]2[CH2:18][CH2:17][CH2:16][CH2:15]2)=[C:8]([NH:10]C(=O)C)[CH:9]=1)([O-:3])=[O:2].Cl.[OH-].[Na+]. (5) Given the product [OH:6][C@H:5]([CH2:4][OH:3])[CH2:7][CH2:8][O:9][C:10]1[C:19]2[C:14](=[CH:15][CH:16]=[CH:17][CH:18]=2)[C:13]([CH:20]=[O:21])=[CH:12][CH:11]=1, predict the reactants needed to synthesize it. The reactants are: CC1(C)[O:6][C@@H:5]([CH2:7][CH2:8][O:9][C:10]2[C:19]3[C:14](=[CH:15][CH:16]=[CH:17][CH:18]=3)[C:13]([CH:20]=[O:21])=[CH:12][CH:11]=2)[CH2:4][O:3]1. (6) Given the product [I:1][C:2]1[N:3]=[C:4]([CH2:10][CH2:11][CH3:12])[N:5]2[CH2:7][CH2:8][NH:9][CH:23]([CH2:22][CH2:21][C:18]3[CH:19]=[CH:20][C:15]([C:14]([F:13])([F:25])[F:26])=[CH:16][CH:17]=3)[C:6]=12, predict the reactants needed to synthesize it. The reactants are: [I:1][C:2]1[N:3]=[C:4]([CH2:10][CH2:11][CH3:12])[N:5]([CH2:7][CH2:8][NH2:9])[CH:6]=1.[F:13][C:14]([F:26])([F:25])[C:15]1[CH:20]=[CH:19][C:18]([CH2:21][CH2:22][CH:23]=O)=[CH:17][CH:16]=1. (7) Given the product [CH3:1][O:2][C:3]1[CH:16]=[C:15]([O:17][CH3:18])[CH:14]=[CH:13][C:4]=1[CH2:5][N:6]([C:7]1[S:11][N:10]=[C:9]([CH3:12])[N:8]=1)[S:38]([C:31]1[CH:32]=[C:33]([F:37])[C:34]([F:36])=[CH:35][C:30]=1[F:29])(=[O:40])=[O:39], predict the reactants needed to synthesize it. The reactants are: [CH3:1][O:2][C:3]1[CH:16]=[C:15]([O:17][CH3:18])[CH:14]=[CH:13][C:4]=1[CH2:5][NH:6][C:7]1[S:11][N:10]=[C:9]([CH3:12])[N:8]=1.C[Si]([N-][Si](C)(C)C)(C)C.[Li+].[F:29][C:30]1[CH:35]=[C:34]([F:36])[C:33]([F:37])=[CH:32][C:31]=1[S:38](Cl)(=[O:40])=[O:39]. (8) Given the product [F:24][C:10]1[CH:11]=[C:12]([S:15]([NH:18][C:19]2[S:20][CH:21]=[CH:22][N:23]=2)(=[O:17])=[O:16])[CH:13]=[CH:14][C:9]=1[O:8][C:5]1[C:4]([C:25]2[N:29]([CH3:30])[N:28]=[CH:27][CH:26]=2)=[CH:3][C:2]([C:33]2[CH:32]=[N:31][CH:36]=[CH:35][CH:34]=2)=[N:7][CH:6]=1, predict the reactants needed to synthesize it. The reactants are: Cl[C:2]1[N:7]=[CH:6][C:5]([O:8][C:9]2[CH:14]=[CH:13][C:12]([S:15]([NH:18][C:19]3[S:20][CH:21]=[CH:22][N:23]=3)(=[O:17])=[O:16])=[CH:11][C:10]=2[F:24])=[C:4]([C:25]2[N:29]([CH3:30])[N:28]=[CH:27][CH:26]=2)[CH:3]=1.[N:31]1[CH:36]=[CH:35][CH:34]=[C:33](B(O)O)[CH:32]=1.C([O-])([O-])=O.[Na+].[Na+].O. (9) Given the product [N:48]1([S:52]([NH:55][C:27](=[O:29])[C:26]2[CH:30]=[C:22]([Cl:21])[C:23]([O:32][C:33]3[CH:34]=[N:35][C:36]([O:40][CH2:41][C:42]([F:47])([F:46])[CH:43]([F:45])[F:44])=[C:37]([Cl:39])[CH:38]=3)=[CH:24][C:25]=2[F:31])(=[O:54])=[O:53])[CH2:51][CH2:50][CH2:49]1, predict the reactants needed to synthesize it. The reactants are: C(N(CC)C(C)C)(C)C.C(N=C=NCCCN(C)C)C.[Cl:21][C:22]1[C:23]([O:32][C:33]2[CH:34]=[N:35][C:36]([O:40][CH2:41][C:42]([F:47])([F:46])[CH:43]([F:45])[F:44])=[C:37]([Cl:39])[CH:38]=2)=[CH:24][C:25]([F:31])=[C:26]([CH:30]=1)[C:27]([OH:29])=O.[N:48]1([S:52]([NH2:55])(=[O:54])=[O:53])[CH2:51][CH2:50][CH2:49]1.